From a dataset of Catalyst prediction with 721,799 reactions and 888 catalyst types from USPTO. Predict which catalyst facilitates the given reaction. (1) Reactant: [Br-:1].[Br-].[Br-].C1([N+](C)(C)C)C=CC=CC=1.C1([N+](C)(C)C)C=CC=CC=1.C1([N+](C)(C)C)C=CC=CC=1.[CH2:34]([O:41][C:42]1[CH:47]=[CH:46][C:45]([C:48](=[O:50])[CH3:49])=[CH:44][C:43]=1[N+:51]([O-:53])=[O:52])[C:35]1[CH:40]=[CH:39][CH:38]=[CH:37][CH:36]=1.C(=O)(O)[O-].[Na+].S([O-])([O-])(=O)=S.[Na+].[Na+]. Product: [CH2:34]([O:41][C:42]1[CH:47]=[CH:46][C:45]([C:48](=[O:50])[CH2:49][Br:1])=[CH:44][C:43]=1[N+:51]([O-:53])=[O:52])[C:35]1[CH:36]=[CH:37][CH:38]=[CH:39][CH:40]=1. The catalyst class is: 1. (2) Reactant: [NH2:1][CH2:2][C:3]1[CH:10]=[CH:9][C:6]([CH2:7][NH2:8])=[CH:5][CH:4]=1.[CH3:11][C:12]([O:15][C:16](O[C:16]([O:15][C:12]([CH3:14])([CH3:13])[CH3:11])=[O:17])=[O:17])([CH3:14])[CH3:13]. Product: [C:12]([O:15][C:16](=[O:17])[NH:1][CH2:2][C:3]1[CH:10]=[CH:9][C:6]([CH2:7][NH2:8])=[CH:5][CH:4]=1)([CH3:14])([CH3:13])[CH3:11]. The catalyst class is: 22. (3) Product: [OH:8][C:9]1[C:10]([CH3:22])=[C:11]([CH2:15][CH2:16][C:17]([O:19][CH2:20][CH3:21])=[O:18])[CH:12]=[CH:13][CH:14]=1. The catalyst class is: 19. Reactant: C([O:8][C:9]1[C:10]([CH3:22])=[C:11]([CH:15]=[CH:16][C:17]([O:19][CH2:20][CH3:21])=[O:18])[CH:12]=[CH:13][CH:14]=1)C1C=CC=CC=1. (4) Reactant: [F:1][C:2]1[CH:29]=[C:28]([S:30]([CH3:33])(=[O:32])=[O:31])[CH:27]=[CH:26][C:3]=1[O:4][CH2:5][CH:6]1[CH2:11][CH2:10][CH:9]([N:12]2[CH2:17][CH2:16][N:15]([C:18]([O:20][C:21]([CH3:24])([CH3:23])[CH3:22])=[O:19])[CH2:14][CH2:13]2)[CH:8]([OH:25])[CH2:7]1.[Cr](Cl)([O-])(=O)=O.[NH+]1C=CC=CC=1. Product: [F:1][C:2]1[CH:29]=[C:28]([S:30]([CH3:33])(=[O:32])=[O:31])[CH:27]=[CH:26][C:3]=1[O:4][CH2:5][C@@H:6]1[CH2:11][CH2:10][C@@H:9]([N:12]2[CH2:13][CH2:14][N:15]([C:18]([O:20][C:21]([CH3:23])([CH3:24])[CH3:22])=[O:19])[CH2:16][CH2:17]2)[C:8](=[O:25])[CH2:7]1. The catalyst class is: 2. (5) Reactant: [CH3:1][Mg]Br.CON(C)[C:7]([C:9]1[S:10][C:11]([CH2:20][CH2:21][CH3:22])=[C:12]([C:14]2[CH:19]=[CH:18][CH:17]=[CH:16][CH:15]=2)[CH:13]=1)=[O:8]. Product: [C:14]1([C:12]2[CH:13]=[C:9]([C:7](=[O:8])[CH3:1])[S:10][C:11]=2[CH2:20][CH2:21][CH3:22])[CH:19]=[CH:18][CH:17]=[CH:16][CH:15]=1. The catalyst class is: 6. (6) Reactant: [Br:1][C:2]1[CH:3]=[C:4]([C:9]([F:12])([F:11])[F:10])[CH:5]=[C:6](F)[CH:7]=1.[NH:13]1[CH2:17][CH2:16][C@H:15]([OH:18])[CH2:14]1.C(=O)([O-])[O-].[Cs+].[Cs+].C(=O)(O)[O-].[Na+]. Product: [Br:1][C:2]1[CH:7]=[C:6]([N:13]2[CH2:17][CH2:16][C@H:15]([OH:18])[CH2:14]2)[CH:5]=[C:4]([C:9]([F:12])([F:11])[F:10])[CH:3]=1. The catalyst class is: 16.